From a dataset of Catalyst prediction with 721,799 reactions and 888 catalyst types from USPTO. Predict which catalyst facilitates the given reaction. The catalyst class is: 6. Product: [CH2:37]([N:31]1[CH2:32][CH2:33][NH:34][C:35](=[O:36])[CH:30]1[C:27]1[CH:26]=[CH:25][C:24]([NH:23][C:16]2[C:17](=[O:22])[N:18]([CH3:20])[CH:19]=[C:14]([C:43]3[C:44]([CH3:58])=[C:45]([NH:46][C:47]([C:49]4[S:53][C:52]5[CH2:54][CH2:55][CH2:56][CH2:57][C:51]=5[CH:50]=4)=[O:48])[C:40]([F:39])=[CH:41][CH:42]=3)[N:15]=2)=[CH:29][CH:28]=1)[CH3:38]. Reactant: O1CCOCC1.C(=O)([O-])[O-].[Na+].[Na+].Br[C:14]1[N:15]=[C:16]([NH:23][C:24]2[CH:29]=[CH:28][C:27]([CH:30]3[C:35](=[O:36])[NH:34][CH2:33][CH2:32][N:31]3[CH2:37][CH3:38])=[CH:26][CH:25]=2)[C:17](=[O:22])[N:18]([CH2:20]C)[CH:19]=1.[F:39][C:40]1[C:45]([NH:46][C:47]([C:49]2[S:53][C:52]3[CH2:54][CH2:55][CH2:56][CH2:57][C:51]=3[CH:50]=2)=[O:48])=[C:44]([CH3:58])[C:43](B2OC(C)(C)C(C)(C)O2)=[CH:42][CH:41]=1.